From a dataset of Reaction yield outcomes from USPTO patents with 853,638 reactions. Predict the reaction yield, written as a fraction of the theoretical maximum amount of product (1.0 means a 100% yield; for example, 0.34 means a 34% yield). (1) The yield is 0.880. The product is [CH3:51][O:52][C:53](=[O:62])[CH2:54][CH2:55][CH:56]1[CH2:60][CH2:59][C:58](=[O:61])[CH2:57]1. The catalyst is C(OCC)(=O)C. The reactants are CC1C=CC(P(C2C=CC3C(=CC=CC=3)C=2C2C3C(=CC=CC=3)C=CC=2P(C2C=CC(C)=CC=2)C2C=CC(C)=CC=2)C2C=CC(C)=CC=2)=CC=1.[CH3:51][O:52][C:53](=[O:62])[CH2:54][CH2:55][C:56]1[CH2:60][CH2:59][C:58](=[O:61])[CH:57]=1.CCCCCC. (2) The reactants are C[NH:2][C@@H:3]1C[CH2:7][CH2:6][CH2:5][C@H:4]1[NH:9][CH3:10].[N:11]1[CH:19]=[C:18]2C(N=[CH:16][NH:17]2)=[N:13][CH:12]=1.I[C:21]1[CH:22]=[N:23][CH:24]=[CH:25]C=1.C([O-])([O-])=[O:28].[Cs+].[Cs+]. The catalyst is CN(C=O)C.C(Cl)Cl.[Cu]I. The product is [N:23]1([C:12]2[N:13]=[C:10]3[C:18]([N:17]=[CH:16][N:9]3[C:4]3[CH:3]=[N:2][CH:7]=[CH:6][CH:5]=3)=[CH:19][N:11]=2)[CH2:22][CH2:21][O:28][CH2:25][CH2:24]1. The yield is 0.340. (3) The reactants are CO/[CH:3]=[C:4]1/[C:5](=[O:15])[NH:6][C:7](=[O:14])[C:8]2[C:13]/1=[CH:12][CH:11]=[CH:10][CH:9]=2.CN(C=O)C.[N:21]1([CH2:28][C:29]2[CH:30]=[C:31]([CH:33]=[CH:34][CH:35]=2)[NH2:32])[CH2:27][CH2:26][CH2:25][CH2:24][CH2:23][CH2:22]1. The catalyst is CCCCCC. The product is [N:21]1([CH2:28][C:29]2[CH:30]=[C:31]([NH:32]/[CH:3]=[C:4]3\[C:5](=[O:15])[NH:6][C:7](=[O:14])[C:8]4[C:13]\3=[CH:12][CH:11]=[CH:10][CH:9]=4)[CH:33]=[CH:34][CH:35]=2)[CH2:27][CH2:26][CH2:25][CH2:24][CH2:23][CH2:22]1. The yield is 0.500.